The task is: Predict the product of the given reaction.. This data is from Forward reaction prediction with 1.9M reactions from USPTO patents (1976-2016). (1) Given the reactants Cl.[CH:2]1([NH:8][C:9]2[C:14]([CH3:15])=[C:13]([CH3:16])[N:12]=[C:11](NCC3C=CC=CN=3)[N:10]=2)[CH2:7][CH2:6][CH2:5][CH2:4][CH2:3]1.[F:25][C:26]1[CH:27]=[C:28]([CH:31]=[CH:32][CH:33]=1)[CH2:29][NH2:30], predict the reaction product. The product is: [CH:2]1([NH:8][C:9]2[C:14]([CH3:15])=[C:13]([CH3:16])[N:12]=[C:11]([NH:30][CH2:29][C:28]3[CH:31]=[CH:32][CH:33]=[C:26]([F:25])[CH:27]=3)[N:10]=2)[CH2:3][CH2:4][CH2:5][CH2:6][CH2:7]1. (2) Given the reactants [CH2:1]([C:3]1[S:35][C:6]2[N:7]([CH2:13][C:14]3[CH:19]=[CH:18][C:17]([C:20]4[CH:25]=[CH:24][CH:23]=[CH:22][C:21]=4[C:26]4[N:30]=[C:29](C(Cl)(Cl)Cl)[O:28][N:27]=4)=[CH:16][CH:15]=3)[C:8](=[O:12])[NH:9][C:10](=[O:11])[C:5]=2[CH:4]=1)[CH3:2].Br[CH2:37][C:38]1[C:42]2[CH:43]=[CH:44][C:45]([F:47])=[CH:46][C:41]=2[O:40][N:39]=1.C(=O)([O-])[O-:49].[K+].[K+], predict the reaction product. The product is: [CH2:1]([C:3]1[S:35][C:6]2[N:7]([CH2:13][C:14]3[CH:15]=[CH:16][C:17]([C:20]4[CH:25]=[CH:24][CH:23]=[CH:22][C:21]=4[C:26]4[NH:30][C:29](=[O:49])[O:28][N:27]=4)=[CH:18][CH:19]=3)[C:8](=[O:12])[N:9]([CH2:37][C:38]3[C:42]4[CH:43]=[CH:44][C:45]([F:47])=[CH:46][C:41]=4[O:40][N:39]=3)[C:10](=[O:11])[C:5]=2[CH:4]=1)[CH3:2]. (3) Given the reactants C([N:4]1[C:10]2[CH:11]=[CH:12][C:13]([Cl:15])=[CH:14][C:9]=2[CH:8]([C:16]2[CH:21]=[CH:20][CH:19]=[CH:18][C:17]=2[O:22][CH3:23])[O:7][CH:6]([CH2:24][C:25]([O:27][CH2:28][CH3:29])=[O:26])[C:5]1=[O:30])C=C, predict the reaction product. The product is: [Cl:15][C:13]1[CH:12]=[CH:11][C:10]2[NH:4][C:5](=[O:30])[CH:6]([CH2:24][C:25]([O:27][CH2:28][CH3:29])=[O:26])[O:7][CH:8]([C:16]3[CH:21]=[CH:20][CH:19]=[CH:18][C:17]=3[O:22][CH3:23])[C:9]=2[CH:14]=1. (4) Given the reactants [Li+].C[Si]([N-][Si](C)(C)C)(C)C.[C:11]([OH:14])(=O)[CH3:12].N1C2C=CC=CC=2NC=1.[NH2:24][C:25]1[CH:32]=[CH:31][CH:30]=[CH:29][C:26]=1[C:27]#[N:28], predict the reaction product. The product is: [NH2:28][C:27]1[C:26]2[C:25](=[CH:32][CH:31]=[CH:30][CH:29]=2)[NH:24][C:11](=[O:14])[CH:12]=1. (5) Given the reactants [CH3:1][C:2]1[CH:3]=[C:4]([CH2:9][C:10]([C:24]([O:26][CH2:27][CH3:28])=[O:25])([C:19]([O:21][CH2:22][CH3:23])=[O:20])[CH2:11][C:12]([O:14]C(C)(C)C)=[O:13])[CH:5]=[CH:6][C:7]=1[CH3:8].C(O)(C(F)(F)F)=O, predict the reaction product. The product is: [CH3:1][C:2]1[CH:3]=[C:4]([CH2:9][C:10]([C:19]([O:21][CH2:22][CH3:23])=[O:20])([C:24]([O:26][CH2:27][CH3:28])=[O:25])[CH2:11][C:12]([OH:14])=[O:13])[CH:5]=[CH:6][C:7]=1[CH3:8].